This data is from Forward reaction prediction with 1.9M reactions from USPTO patents (1976-2016). The task is: Predict the product of the given reaction. (1) Given the reactants [C:1](=[O:4])([O-])[O-].[K+].[K+].FC(F)O[C:10]1[CH:15]=[CH:14][C:13]([C:16](=O)[C:17]([C:19]2[CH:24]=[C:23]([CH3:25])[CH:22]=[C:21]([F:26])[CH:20]=2)=O)=C[C:11]=1C.[F:30][CH:31]([F:51])OC1C=CC(C(=O)C(C2C=CC=C(F)C=2)=O)=CC=1C.Cl.[CH3:53][NH:54][C:55]([NH2:57])=[NH:56].O1CCOC[CH2:59]1.[OH2:64], predict the reaction product. The product is: [NH2:56][C:55]1[N:54]([CH3:53])[C:1](=[O:4])[C:17]([C:16]2[CH:13]=[CH:14][C:15]([O:64][CH:31]([F:51])[F:30])=[C:10]([CH3:11])[CH:59]=2)([C:19]2[CH:24]=[C:23]([CH3:25])[CH:22]=[C:21]([F:26])[CH:20]=2)[N:57]=1. (2) The product is: [C:37]([OH:44])(=[O:43])/[CH:38]=[CH:39]/[C:40]([OH:42])=[O:41].[C:1]([C:5]1[N:10]=[C:9]([N:11]2[CH2:16][CH2:15][N:14]([CH2:17][CH2:18][CH2:19][S:34][C:27]3[N:26]([CH3:25])[C:30]([CH:31]4[CH2:33][CH2:32]4)=[N:29][N:28]=3)[CH2:13][CH2:12]2)[CH:8]=[C:7]([CH:21]2[CH2:24][CH2:23][CH2:22]2)[N:6]=1)([CH3:4])([CH3:3])[CH3:2]. Given the reactants [C:1]([C:5]1[N:10]=[C:9]([N:11]2[CH2:16][CH2:15][N:14]([CH2:17][CH2:18][CH2:19]Cl)[CH2:13][CH2:12]2)[CH:8]=[C:7]([CH:21]2[CH2:24][CH2:23][CH2:22]2)[N:6]=1)([CH3:4])([CH3:3])[CH3:2].[CH3:25][N:26]1[C:30]([CH:31]2[CH2:33][CH2:32]2)=[N:29][N:28]=[C:27]1[SH:34].[I-].[K+].[C:37]([OH:44])(=[O:43])/[CH:38]=[CH:39]/[C:40]([OH:42])=[O:41], predict the reaction product. (3) Given the reactants [N+:1]([C:4]1[CH:10]=[CH:9][C:7]([NH2:8])=[CH:6][CH:5]=1)([O-:3])=[O:2].CN1CCOCC1.[C:18](Cl)(=[O:22])[CH2:19][CH2:20][CH3:21], predict the reaction product. The product is: [N+:1]([C:4]1[CH:10]=[CH:9][C:7]([NH:8][C:18](=[O:22])[CH2:19][CH2:20][CH3:21])=[CH:6][CH:5]=1)([O-:3])=[O:2]. (4) Given the reactants [Cl:1][C:2]1[CH:7]=[CH:6][C:5]([CH:8]([NH2:10])[CH3:9])=[CH:4][CH:3]=1.C[O:12][C:13](=O)[C:14]1[CH:19]=[CH:18][CH:17]=[CH:16][C:15]=1[CH2:20]Br.C([O-])([O-])=O.[K+].[K+].C(OCC)(=O)C, predict the reaction product. The product is: [Cl:1][C:2]1[CH:7]=[CH:6][C:5]([CH:8]([N:10]2[CH2:20][C:15]3[C:14](=[CH:19][CH:18]=[CH:17][CH:16]=3)[C:13]2=[O:12])[CH3:9])=[CH:4][CH:3]=1. (5) The product is: [Cl:44][CH2:14][C:15]1[CH:32]=[CH:31][C:18]2/[C:19](=[CH:28]/[C:29]#[N:30])/[C:20]3[CH:27]=[CH:26][CH:25]=[CH:24][C:21]=3[CH2:22][CH2:23][C:17]=2[CH:16]=1. Given the reactants C(C1N([CH2:14][C:15]2[CH:32]=[CH:31][C:18]3/[C:19](=[CH:28]/[C:29]#[N:30])/[C:20]4[CH:27]=[CH:26][CH:25]=[CH:24][C:21]=4[CH2:22][CH2:23][C:17]=3[CH:16]=2)C2=NC(C)=CC(C)=C2N=1)C.C(N(CC)CC)C.CS([Cl:44])(=O)=O.[Cl-].[Li+], predict the reaction product. (6) Given the reactants [Cl:1][C:2]1[CH:34]=[C:33]([Cl:35])[CH:32]=[CH:31][C:3]=1[CH2:4][CH2:5][NH:6][C:7]([C:9]1[CH:10]=[C:11]2[C:15](=[CH:16][CH:17]=1)[N:14]([C:18]1[CH:23]=[CH:22][C:21]([CH2:24][C:25]([O:27]C)=[O:26])=[CH:20][C:19]=1[C:29]#[N:30])[CH:13]=[CH:12]2)=[O:8].[OH-].[Na+], predict the reaction product. The product is: [C:29]([C:19]1[CH:20]=[C:21]([CH2:24][C:25]([OH:27])=[O:26])[CH:22]=[CH:23][C:18]=1[N:14]1[C:15]2[C:11](=[CH:10][C:9]([C:7](=[O:8])[NH:6][CH2:5][CH2:4][C:3]3[CH:31]=[CH:32][C:33]([Cl:35])=[CH:34][C:2]=3[Cl:1])=[CH:17][CH:16]=2)[CH:12]=[CH:13]1)#[N:30].